From a dataset of Full USPTO retrosynthesis dataset with 1.9M reactions from patents (1976-2016). Predict the reactants needed to synthesize the given product. (1) The reactants are: Br[C:2]1[CH:3]=[C:4]2[N:10]=[C:9]([NH:11][C:12](=[O:14])[CH3:13])[S:8][C:5]2=[N:6][CH:7]=1.[CH3:15][O:16][C:17]1[CH:26]=[C:25]2[C:20]([C:21]([N:27]3[CH2:33][C:32]4[CH:34]=[C:35](B(O)O)[CH:36]=[CH:37][C:31]=4[O:30][CH2:29][CH2:28]3)=[N:22][CH:23]=[N:24]2)=[CH:19][CH:18]=1. Given the product [CH3:21][N:27]([CH2:33][C:23]1[N:22]=[C:21]([N:27]2[CH2:33][C:32]3[CH:34]=[C:35]([C:2]4[CH:3]=[C:4]5[N:10]=[C:9]([NH:11][C:12](=[O:14])[CH3:13])[S:8][C:5]5=[N:6][CH:7]=4)[CH:36]=[CH:37][C:31]=3[O:30][CH2:29][CH2:28]2)[C:20]2[C:25](=[CH:26][C:17]([O:16][CH3:15])=[CH:18][CH:19]=2)[N:24]=1)[CH3:28], predict the reactants needed to synthesize it. (2) Given the product [CH2:1]=[CH:2][C:3]1[CH:8]=[CH:7][CH:6]=[CH:5][CH:4]=1.[CH2:9]=[CH:10][CH:11]=[CH2:12].[CH2:1]=[CH:2][C:3]1[CH:8]=[CH:7][CH:6]=[CH:5][CH:4]=1, predict the reactants needed to synthesize it. The reactants are: [CH2:1]=[CH:2][C:3]1[CH:8]=[CH:7][CH:6]=[CH:5][CH:4]=1.[CH2:9]=[CH:10][CH:11]=[CH2:12].C([Li])CCC.Cl[SiH](Cl)[SiH3]. (3) Given the product [Br:1][C:2]1[CH:3]=[CH:4][C:5]([CH3:10])=[C:6]([CH:9]=1)[CH2:7][OH:8], predict the reactants needed to synthesize it. The reactants are: [Br:1][C:2]1[CH:3]=[CH:4][C:5]([CH3:10])=[C:6]([CH:9]=1)[CH:7]=[O:8].B.[Na].C(O)(=O)C. (4) Given the product [NH2:23][C:21]1[S:22][C:9]([C:10]2[CH:15]=[CH:14][CH:13]=[CH:12][CH:11]=2)=[C:2]([C:3]([O:5][CH3:6])=[O:4])[N:20]=1, predict the reactants needed to synthesize it. The reactants are: Cl[CH:2](Cl)[C:3]([O:5][CH2:6]C)=[O:4].[CH:9](=O)[C:10]1[CH:15]=[CH:14][CH:13]=[CH:12][CH:11]=1.C[O-].[Na+].[NH2:20][C:21]([NH2:23])=[S:22].[OH-].[NH4+]. (5) Given the product [CH2:35]([O:39][CH2:40][CH2:41][CH2:8][CH2:9][CH2:10][CH2:11][CH2:12][CH2:13][CH2:14][CH2:15][N:16]1[C:24]2[CH:23]=[CH:22][N:21]=[CH:20][C:19]=2[N:18]=[CH:17]1)[CH2:36][CH2:37][CH3:38], predict the reactants needed to synthesize it. The reactants are: C(O[CH2:8][CH2:9][CH2:10][CH2:11][CH2:12][CH2:13][CH2:14][CH2:15][N:16]1[C:24]2[CH:23]=[CH:22][N:21]=[CH:20][C:19]=2[N:18]=[CH:17]1)CCCCC.OC1C=CN=CC=1[N+]([O-])=O.[CH2:35]([O:39][CH2:40][CH2:41]CCCCCCCCN)[CH2:36][CH2:37][CH3:38]. (6) Given the product [Cl:22][C:17]1[CH:16]=[C:15]([C:13]2[N:14]=[C:10]([C:8]3[CH:9]=[C:4]([C:3]([OH:2])=[O:24])[C:5]([C:32]4[CH:31]=[CH:30][CH:29]=[C:28]([N+:25]([O-:27])=[O:26])[CH:33]=4)=[CH:6][CH:7]=3)[S:11][CH:12]=2)[CH:20]=[CH:19][C:18]=1[Cl:21], predict the reactants needed to synthesize it. The reactants are: C[O:2][C:3](=[O:24])[C:4]1[CH:9]=[C:8]([C:10]2[S:11][CH:12]=[C:13]([C:15]3[CH:20]=[CH:19][C:18]([Cl:21])=[C:17]([Cl:22])[CH:16]=3)[N:14]=2)[CH:7]=[CH:6][C:5]=1Br.[N+:25]([C:28]1[CH:29]=[C:30](B(O)O)[CH:31]=[CH:32][CH:33]=1)([O-:27])=[O:26]. (7) Given the product [CH3:1][O:2][C:3]([C@@H:5]1[CH2:9][C@H:8]([N:10]([CH3:26])[C:11]([O:13][CH2:14][C:15]([Cl:18])([Cl:16])[Cl:17])=[O:12])[CH2:7][N:6]1[C:19]([O:21][C:22]([CH3:25])([CH3:24])[CH3:23])=[O:20])=[O:4], predict the reactants needed to synthesize it. The reactants are: [CH3:1][O:2][C:3]([C@@H:5]1[CH2:9][C@H:8]([NH:10][C:11]([O:13][CH2:14][C:15]([Cl:18])([Cl:17])[Cl:16])=[O:12])[CH2:7][N:6]1[C:19]([O:21][C:22]([CH3:25])([CH3:24])[CH3:23])=[O:20])=[O:4].[CH3:26]I.[H-].[Na+].O.